This data is from Reaction yield outcomes from USPTO patents with 853,638 reactions. The task is: Predict the reaction yield, written as a fraction of the theoretical maximum amount of product (1.0 means a 100% yield; for example, 0.34 means a 34% yield). (1) The reactants are Cl[C:2]1[CH:3]=[CH:4][C:5]2[O:18][CH2:17][N:8]3[C:9]4[CH:10]=[CH:11][CH:12]=[C:13]([F:16])[C:14]=4[CH:15]=[C:7]3[C:6]=2[CH:19]=1.[F:20][C:21]1[CH:26]=[CH:25][C:24]([C:27]2[O:28][C:29]3[CH:39]=[C:38]([N:40]([CH3:45])[S:41]([CH3:44])(=[O:43])=[O:42])[C:37](B4OC(C)(C)C(C)(C)O4)=[CH:36][C:30]=3[C:31]=2[C:32]([NH:34][CH3:35])=[O:33])=[CH:23][CH:22]=1.CC(C1C=C(C(C)C)C(C2C=CC=CC=2P(C2CCCCC2)C2CCCCC2)=C(C(C)C)C=1)C. The catalyst is C1C=CC(/C=C/C(/C=C/C2C=CC=CC=2)=O)=CC=1.C1C=CC(/C=C/C(/C=C/C2C=CC=CC=2)=O)=CC=1.C1C=CC(/C=C/C(/C=C/C2C=CC=CC=2)=O)=CC=1.[Pd].[Pd].O. The product is [F:16][C:13]1[C:14]2[CH:15]=[C:7]3[C:6]4[CH:19]=[C:2]([C:37]5[C:38]([N:40]([CH3:45])[S:41]([CH3:44])(=[O:43])=[O:42])=[CH:39][C:29]6[O:28][C:27]([C:24]7[CH:25]=[CH:26][C:21]([F:20])=[CH:22][CH:23]=7)=[C:31]([C:32]([NH:34][CH3:35])=[O:33])[C:30]=6[CH:36]=5)[CH:3]=[CH:4][C:5]=4[O:18][CH2:17][N:8]3[C:9]=2[CH:10]=[CH:11][CH:12]=1. The yield is 0.400. (2) The reactants are [Cl:1][C:2]1[CH:3]=[C:4]([CH:9]=[CH:10][N:11]=1)[C:5](OC)=[O:6].[BH4-].[Li+]. The catalyst is C1COCC1.CO. The product is [Cl:1][C:2]1[CH:3]=[C:4]([CH2:5][OH:6])[CH:9]=[CH:10][N:11]=1. The yield is 0.708. (3) The reactants are Br/[CH:2]=[C:3]1\[C:4]2[CH:17]=[CH:16][C:15]([F:18])=[CH:14][C:5]=2[CH2:6][CH2:7][C:8]2[C:13]\1=[CH:12][CH:11]=[CH:10][N:9]=2.[F:19][C:20]1[CH:21]=[C:22]([NH:35][S:36]([CH3:39])(=[O:38])=[O:37])[CH:23]=[C:24](B2OC(C)(C)C(C)(C)O2)[CH:25]=1. No catalyst specified. The product is [F:19][C:20]1[CH:21]=[C:22]([NH:35][S:36]([CH3:39])(=[O:37])=[O:38])[CH:23]=[C:24](/[CH:2]=[C:3]2\[C:4]3[CH:17]=[CH:16][C:15]([F:18])=[CH:14][C:5]=3[CH2:6][CH2:7][C:8]3[C:13]\2=[CH:12][CH:11]=[CH:10][N:9]=3)[CH:25]=1. The yield is 0.650. (4) The reactants are [NH2:1]/[C:2](=[C:4](\[C:11]([O:13][CH2:14][CH3:15])=[O:12])/[CH:5]=[CH:6]/[C:7](OC)=[O:8])/[CH3:3]. The catalyst is CN(C=O)C. The product is [OH:8][C:7]1[CH:6]=[CH:5][C:4]([C:11]([O:13][CH2:14][CH3:15])=[O:12])=[C:2]([CH3:3])[N:1]=1. The yield is 0.340. (5) The reactants are [CH3:1][O:2][C:3]1[CH:4]=[C:5]([CH:7]=[CH:8][C:9]=1[O:10][CH3:11])[NH2:6].[C:12]([O-:15])([O-])=O.[K+].[K+].[CH3:18][O:19][CH:20]([O:23][CH3:24])[CH2:21][NH2:22].C[CH2:26][O:27]C(C)=O. The catalyst is O. The product is [CH3:18][O:19][CH:20]([O:23][CH3:24])[CH2:21][NH:22][C:12](=[O:15])[C:26]([NH:6][C:5]1[CH:7]=[CH:8][C:9]([O:10][CH3:11])=[C:3]([O:2][CH3:1])[CH:4]=1)=[O:27]. The yield is 0.710. (6) The product is [CH3:16][NH:15][C:12]1[CH:13]=[CH:14][C:9]([CH2:1][CH2:2][CH2:3][CH2:4][CH2:5][CH2:6][CH2:7][CH3:8])=[CH:10][CH:11]=1. The yield is 0.570. The reactants are [CH2:1]([C:9]1[CH:14]=[CH:13][C:12]([N:15](C)[C:16](=O)OC(C)(C)C)=[CH:11][CH:10]=1)[CH2:2][CH2:3][CH2:4][CH2:5][CH2:6][CH2:7][CH3:8]. The catalyst is C(O)(C(F)(F)F)=O.C(Cl)Cl.CCO.Cl. (7) The reactants are [Br:1]N1C(=O)CCC1=O.CSC.O[CH:13]([CH3:20])[C:14](=[CH2:19])[C:15]([O:17][CH3:18])=[O:16].[Cl-].[Na+]. The catalyst is ClCCl.ClC.CCCCCC. The product is [Br:1][CH2:19][C:14](=[CH:13][CH3:20])[C:15]([O:17][CH3:18])=[O:16]. The yield is 0.920. (8) The reactants are [Na+].[I-:2].ClN1C(=O)CCC1=O.[CH2:11]([O:13][C:14]([C:16]1[NH:17][C:18]2[C:23]([CH:24]=1)=[CH:22][C:21]([Br:25])=[CH:20][CH:19]=2)=[O:15])[CH3:12].[O-]S([O-])(=S)=O.[Na+].[Na+]. The catalyst is CC(C)=O. The product is [CH2:11]([O:13][C:14]([C:16]1[NH:17][C:18]2[C:23]([C:24]=1[I:2])=[CH:22][C:21]([Br:25])=[CH:20][CH:19]=2)=[O:15])[CH3:12]. The yield is 0.920. (9) The reactants are [NH:1]1[CH2:6][CH2:5][CH2:4][CH2:3][CH2:2]1.C(N(C(C)C)C(C)C)C.[OH:16][C:17]1[C:22]2[O:23][C:24]([C:32]3[CH:37]=[CH:36][CH:35]=[CH:34][CH:33]=3)([C:26]3[CH:31]=[CH:30][CH:29]=[CH:28][CH:27]=3)[O:25][C:21]=2[CH:20]=[C:19]([C:38](Cl)=[O:39])[CH:18]=1. The catalyst is C(Cl)Cl. The product is [OH:16][C:17]1[C:22]2[O:23][C:24]([C:26]3[CH:27]=[CH:28][CH:29]=[CH:30][CH:31]=3)([C:32]3[CH:37]=[CH:36][CH:35]=[CH:34][CH:33]=3)[O:25][C:21]=2[CH:20]=[C:19]([C:38]([N:1]2[CH2:6][CH2:5][CH2:4][CH2:3][CH2:2]2)=[O:39])[CH:18]=1. The yield is 0.450.